Dataset: Forward reaction prediction with 1.9M reactions from USPTO patents (1976-2016). Task: Predict the product of the given reaction. (1) Given the reactants Br[C:2]1[CH:10]=[C:9]([Cl:11])[C:8]2[N:7]([CH:12]([CH3:14])[CH3:13])[CH2:6][C@@H:5]3[CH2:15][N:16]([C:19]([O:21][C:22]([CH3:25])([CH3:24])[CH3:23])=[O:20])[CH2:17][CH2:18][C:3]=1[C:4]=23.C1COCC1.C([Li])(C)(C)C.CCCCCC, predict the reaction product. The product is: [Cl:11][C:9]1[C:8]2[N:7]([CH:12]([CH3:14])[CH3:13])[CH2:6][C@@H:5]3[CH2:15][N:16]([C:19]([O:21][C:22]([CH3:24])([CH3:23])[CH3:25])=[O:20])[CH2:17][CH2:18][C:3]([C:4]=23)=[CH:2][CH:10]=1. (2) Given the reactants [CH:1]1([C:4]2[C:13]3[C:8](=[CH:9][C:10]([O:32]C)=[C:11]([C:14]4[N:19]=[N:18][C:17]([N:20]([CH3:31])[CH:21]5[CH2:26][C:25]([CH3:28])([CH3:27])[NH:24][C:23]([CH3:30])([CH3:29])[CH2:22]5)=[CH:16][CH:15]=4)[CH:12]=3)[N:7]=[C:6]([CH3:34])[CH:5]=2)[CH2:3][CH2:2]1.B(Br)(Br)Br, predict the reaction product. The product is: [CH:1]1([C:4]2[C:13]3[C:8](=[CH:9][C:10]([OH:32])=[C:11]([C:14]4[N:19]=[N:18][C:17]([N:20]([CH3:31])[CH:21]5[CH2:26][C:25]([CH3:27])([CH3:28])[NH:24][C:23]([CH3:29])([CH3:30])[CH2:22]5)=[CH:16][CH:15]=4)[CH:12]=3)[N:7]=[C:6]([CH3:34])[CH:5]=2)[CH2:3][CH2:2]1. (3) Given the reactants [Cl:1][C:2]1[CH:7]=[C:6]([O:8][CH3:9])[CH:5]=[CH:4][C:3]=1[O:10][CH3:11].C1N2CN3CN(C2)CN1C3.[C:22]([O-])(O)=[O:23].[Na+], predict the reaction product. The product is: [Cl:1][C:2]1[C:3]([O:10][CH3:11])=[CH:4][C:5]([CH:22]=[O:23])=[C:6]([O:8][CH3:9])[CH:7]=1. (4) Given the reactants COC(C1C=C(NS(C2C=CC(C)=CC=2)(=O)=O)C2C(=C(O)C=CC=2)N=1)=O.[CH3:27][O:28][C:29]([C:31]1[CH:40]=[C:39]([NH:41]S(C2C=CC(C)=CC=2)(=O)=O)[C:38]2[C:33](=[C:34]([NH2:52])[CH:35]=[CH:36][CH:37]=2)[N:32]=1)=[O:30], predict the reaction product. The product is: [CH3:27][O:28][C:29]([C:31]1[CH:40]=[C:39]([NH2:41])[C:38]2[C:33](=[C:34]([NH2:52])[CH:35]=[CH:36][CH:37]=2)[N:32]=1)=[O:30].